Dataset: Forward reaction prediction with 1.9M reactions from USPTO patents (1976-2016). Task: Predict the product of the given reaction. Given the reactants [C:1]([N:5]1[C:9](=[O:10])[C:8]([NH:11][CH2:12][CH2:13][CH2:14][OH:15])=[C:7]([C:16]2[CH:21]=[CH:20][CH:19]=[CH:18][CH:17]=2)[S:6]1(=[O:23])=[O:22])([CH3:4])([CH3:3])[CH3:2].[CH3:24][C:25]1[CH:30]=[CH:29][C:28]([S:31](Cl)(=[O:33])=[O:32])=[CH:27][CH:26]=1.C([O-])([O-])=O.[Na+].[Na+], predict the reaction product. The product is: [CH3:24][C:25]1[CH:30]=[CH:29][C:28]([S:31]([O:15][CH2:14][CH2:13][CH2:12][NH:11][C:8]2[C:9](=[O:10])[N:5]([C:1]([CH3:4])([CH3:2])[CH3:3])[S:6](=[O:22])(=[O:23])[C:7]=2[C:16]2[CH:17]=[CH:18][CH:19]=[CH:20][CH:21]=2)(=[O:33])=[O:32])=[CH:27][CH:26]=1.